This data is from Catalyst prediction with 721,799 reactions and 888 catalyst types from USPTO. The task is: Predict which catalyst facilitates the given reaction. (1) Reactant: C(OC([N:8]1[C:16]2[C:11](=[CH:12][CH:13]=[C:14]([NH:17][C:18]([C:20]3[S:21][C:22]([C:25]4[CH:30]=[CH:29][C:28]([Cl:31])=[CH:27][CH:26]=4)=[CH:23][CH:24]=3)=[O:19])[CH:15]=2)[C:10]([N:32](C(OC(C)(C)C)=O)[CH2:33][C:34]2[N:35]=[CH:36][S:37][C:38]=2[CH3:39])=[N:9]1)=O)(C)(C)C.C(O)(C(F)(F)F)=O. Product: [CH3:39][C:38]1[S:37][CH:36]=[N:35][C:34]=1[CH2:33][NH:32][C:10]1[C:11]2[C:16](=[CH:15][C:14]([NH:17][C:18]([C:20]3[S:21][C:22]([C:25]4[CH:30]=[CH:29][C:28]([Cl:31])=[CH:27][CH:26]=4)=[CH:23][CH:24]=3)=[O:19])=[CH:13][CH:12]=2)[NH:8][N:9]=1. The catalyst class is: 4. (2) Reactant: C([N:8](CC1C=CC=CC=1)[C:9]1[N:17]=[CH:16][N:15]=[C:14]2[C:10]=1[NH:11][C:12](=[O:32])[N:13]2[C:18]1[CH:19]=[C:20]([NH:24][C:25](=[O:31])[O:26][C:27]([CH3:30])([CH3:29])[CH3:28])[CH:21]=[CH:22][CH:23]=1)C1C=CC=CC=1.Cl. Product: [NH2:8][C:9]1[N:17]=[CH:16][N:15]=[C:14]2[C:10]=1[NH:11][C:12](=[O:32])[N:13]2[C:18]1[CH:19]=[C:20]([NH:24][C:25](=[O:31])[O:26][C:27]([CH3:28])([CH3:30])[CH3:29])[CH:21]=[CH:22][CH:23]=1. The catalyst class is: 105. (3) Reactant: [CH2:1]([C:5]1[N:9]([CH2:10][C:11]2[CH:16]=[CH:15][C:14]([C:17]3[CH:22]=[CH:21][CH:20]=[CH:19][C:18]=3[C:23]3[N:24]=[N:25][N:26](C(C)(C4C=CC=CC=4)C)[N:27]=3)=[CH:13][CH:12]=2)[C:8](=[O:37])[C:7]2([CH2:41][CH2:40][CH2:39][CH2:38]2)[N:6]=1)[CH2:2][CH2:3][CH3:4].Cl. Product: [CH3:4][CH2:3][CH2:2][CH2:1][C:5]1[N:9]([CH2:10][C:11]2[CH:12]=[CH:13][C:14]([C:17]3[CH:22]=[CH:21][CH:20]=[CH:19][C:18]=3[C:23]3[N:24]=[N:25][NH:26][N:27]=3)=[CH:15][CH:16]=2)[C:8](=[O:37])[C:7]2([CH2:38][CH2:39][CH2:40][CH2:41]2)[N:6]=1. The catalyst class is: 11. (4) Reactant: [C:1]([N:4]1[C@@H:10]([CH3:11])[C@H:9]([NH:12][C:13](=[O:25])[C@@H:14]([N:16](C)[C:17](=O)OC(C)(C)C)[CH3:15])[C:8](=[O:26])[N:7]([CH2:27][C:28]2[C:37]3[C:32](=[CH:33][CH:34]=[CH:35][CH:36]=3)[N:31]=[CH:30][C:29]=2[CH:38]2[CH2:40][CH2:39]2)[C:6]2[CH:41]=[CH:42][CH:43]=[CH:44][C:5]1=2)(=[O:3])[CH3:2].C(O)(C(F)(F)F)=O. Product: [C:1]([N:4]1[C@@H:10]([CH3:11])[C@H:9]([NH:12][C:13](=[O:25])[C@@H:14]([NH:16][CH3:17])[CH3:15])[C:8](=[O:26])[N:7]([CH2:27][C:28]2[C:37]3[C:32](=[CH:33][CH:34]=[CH:35][CH:36]=3)[N:31]=[CH:30][C:29]=2[CH:38]2[CH2:39][CH2:40]2)[C:6]2[CH:41]=[CH:42][CH:43]=[CH:44][C:5]1=2)(=[O:3])[CH3:2]. The catalyst class is: 2.